Regression. Given a peptide amino acid sequence and an MHC pseudo amino acid sequence, predict their binding affinity value. This is MHC class I binding data. From a dataset of Peptide-MHC class I binding affinity with 185,985 pairs from IEDB/IMGT. (1) The peptide sequence is HLDELTTTL. The MHC is HLA-A30:02 with pseudo-sequence HLA-A30:02. The binding affinity (normalized) is 0.213. (2) The peptide sequence is YLYDETQDV. The MHC is HLA-A02:11 with pseudo-sequence HLA-A02:11. The binding affinity (normalized) is 1.00. (3) The peptide sequence is DRLASTVIY. The MHC is HLA-A24:03 with pseudo-sequence HLA-A24:03. The binding affinity (normalized) is 0.0847. (4) The peptide sequence is LMGVPYCNY. The MHC is HLA-B15:01 with pseudo-sequence HLA-B15:01. The binding affinity (normalized) is 0.619. (5) The peptide sequence is NPFKYAAAF. The MHC is Mamu-A2201 with pseudo-sequence Mamu-A2201. The binding affinity (normalized) is 0.766. (6) The peptide sequence is QIYAGIKVK. The MHC is HLA-B42:01 with pseudo-sequence HLA-B42:01. The binding affinity (normalized) is 0. (7) The peptide sequence is RVRIPDVAR. The MHC is HLA-A31:01 with pseudo-sequence HLA-A31:01. The binding affinity (normalized) is 0.707. (8) The peptide sequence is TYQRTRALT. The MHC is H-2-Kd with pseudo-sequence H-2-Kd. The binding affinity (normalized) is 0.250. (9) The peptide sequence is PTPVNIIGRNL. The MHC is HLA-A02:01 with pseudo-sequence HLA-A02:01. The binding affinity (normalized) is 0.